From a dataset of Forward reaction prediction with 1.9M reactions from USPTO patents (1976-2016). Predict the product of the given reaction. (1) Given the reactants [NH2:1][C:2]1[C:10]([CH3:11])=[CH:9][CH:8]=[CH:7][C:3]=1[C:4]([NH2:6])=[O:5].[N:12]12[CH2:19][CH2:18][CH:15]([CH2:16][CH2:17]1)[CH:14]([C:20](Cl)=O)[CH2:13]2, predict the reaction product. The product is: [N:12]12[CH2:19][CH2:18][CH:15]([CH2:16][CH2:17]1)[CH:14]([C:20]1[NH:6][C:4](=[O:5])[C:3]3[C:2](=[C:10]([CH3:11])[CH:9]=[CH:8][CH:7]=3)[N:1]=1)[CH2:13]2. (2) Given the reactants O.[OH-].[Li+].C[O:5][C:6]([C:8]1[C:16]2[C:11](=[CH:12][CH:13]=[CH:14][CH:15]=2)[N:10]([C:17]2[C:26]3[C:21](=[CH:22][C:23]([C:27]([F:30])([F:29])[F:28])=[CH:24][CH:25]=3)[N:20]=[CH:19][CH:18]=2)[CH:9]=1)=[O:7], predict the reaction product. The product is: [C:6]([C:8]1[C:16]2[C:11](=[CH:12][CH:13]=[CH:14][CH:15]=2)[N:10]([C:17]2[C:26]3[C:21](=[CH:22][C:23]([C:27]([F:30])([F:28])[F:29])=[CH:24][CH:25]=3)[N:20]=[CH:19][CH:18]=2)[CH:9]=1)([OH:7])=[O:5]. (3) Given the reactants [Cl:1][C:2]1[CH:7]=[CH:6][CH:5]=[C:4](Cl)[C:3]=1[N+:9]([O-:11])=[O:10].CN.C1CCN2[C:17](=[N:18]CCC2)CC1, predict the reaction product. The product is: [Cl:1][C:2]1[C:3]([N+:9]([O-:11])=[O:10])=[C:4]([CH:5]=[CH:6][CH:7]=1)[NH:18][CH3:17]. (4) The product is: [F:44][C:37]1[C:38]([F:43])=[C:39]([F:42])[CH:40]=[CH:41][C:36]=1[C@H:30]1[N:29]2[C@@H:33]([CH2:34][CH2:35]/[C:27](=[CH:8]\[C:7]3[CH:10]=[CH:11][C:12]([N:13]4[CH:17]=[C:16]([CH3:18])[N:15]=[CH:14]4)=[C:5]([O:4][CH3:3])[CH:6]=3)/[C:28]2=[O:45])[CH2:32][CH2:31]1. Given the reactants [OH-].[Li+].[CH3:3][O:4][C:5]1[CH:6]=[C:7]([CH:10]=[CH:11][C:12]=1[N:13]1[CH:17]=[C:16]([CH3:18])[N:15]=[CH:14]1)[CH:8]=O.C(OP([CH:27]1[CH2:35][CH2:34][C@@H:33]2[N:29]([C@H:30]([C:36]3[CH:41]=[CH:40][C:39]([F:42])=[C:38]([F:43])[C:37]=3[F:44])[CH2:31][CH2:32]2)[C:28]1=[O:45])(=O)OCC)C.C(O)C, predict the reaction product. (5) Given the reactants C([O:3][CH2:4][CH2:5][O:6][NH:7][C:8]([C:10]1[CH:15]=[CH:14][C:13](=[O:16])[N:12]([CH3:17])[C:11]=1[NH:18][C:19]1[CH:24]=[CH:23][C:22]([CH3:25])=[CH:21][C:20]=1[F:26])=[O:9])=C.COC(C1C=CC(=O)N(C)C=1NC1C=CC(C)=CC=1F)=O.C[Si]([N-][Si](C)(C)C)(C)C.[Li+], predict the reaction product. The product is: [OH:3][CH2:4][CH2:5][O:6][NH:7][C:8]([C:10]1[CH:15]=[CH:14][C:13](=[O:16])[N:12]([CH3:17])[C:11]=1[NH:18][C:19]1[CH:24]=[CH:23][C:22]([CH3:25])=[CH:21][C:20]=1[F:26])=[O:9].